Dataset: Forward reaction prediction with 1.9M reactions from USPTO patents (1976-2016). Task: Predict the product of the given reaction. (1) Given the reactants Br[C:2]1[CH:16]=[CH:15][C:5]([CH2:6][N:7]2[C@H:12]([CH3:13])[CH2:11][CH2:10][CH2:9][C@@H:8]2[CH3:14])=[CH:4][CH:3]=1.[B:17]1([B:17]2[O:21][C:20]([CH3:23])([CH3:22])[C:19]([CH3:25])([CH3:24])[O:18]2)[O:21][C:20]([CH3:23])([CH3:22])[C:19]([CH3:25])([CH3:24])[O:18]1.C([O-])(=O)C.[K+], predict the reaction product. The product is: [CH3:14][C@H:8]1[CH2:9][CH2:10][CH2:11][C@@H:12]([CH3:13])[N:7]1[CH2:6][C:5]1[CH:15]=[CH:16][C:2]([B:17]2[O:21][C:20]([CH3:23])([CH3:22])[C:19]([CH3:25])([CH3:24])[O:18]2)=[CH:3][CH:4]=1. (2) Given the reactants [CH3:1][O:2][C:3]1[CH:11]=[C:10]([O:12][CH3:13])[CH:9]=[CH:8][C:4]=1[C:5]([OH:7])=O.[O:14]1[CH2:19][CH2:18][CH2:17][CH2:16][CH:15]1[O:20][C:21]1[CH:27]=[CH:26][C:24]([NH2:25])=[CH:23][CH:22]=1.C1CCC(N=C=NC2CCCCC2)CC1, predict the reaction product. The product is: [CH3:1][O:2][C:3]1[CH:11]=[C:10]([O:12][CH3:13])[CH:9]=[CH:8][C:4]=1[C:5]([NH:25][C:24]1[CH:23]=[CH:22][C:21]([O:20][CH:15]2[CH2:16][CH2:17][CH2:18][CH2:19][O:14]2)=[CH:27][CH:26]=1)=[O:7]. (3) Given the reactants C1([C:4]2([C:10]#[N:11])[CH2:8][CH2:7][NH:6][C:5]2=[O:9])CC1.C(=O)=O.[CH3:15][CH:16](O)[CH3:17].C(#N)C, predict the reaction product. The product is: [CH:16]1([N:6]2[CH2:7][CH2:8][C@@H:4]([C:10]#[N:11])[C:5]2=[O:9])[CH2:17][CH2:15]1. (4) Given the reactants [CH3:1][C:2]1[CH:7]=[CH:6][C:5]([S:8]([N:11]2[C:15]3[CH:16]=[CH:17][CH:18]=[C:19]([N+:20]([O-])=O)[C:14]=3[N:13]([CH2:23][C:24](OC)=[O:25])[C:12]2=[O:28])(=[O:10])=[O:9])=[CH:4][CH:3]=1, predict the reaction product. The product is: [CH3:1][C:2]1[CH:7]=[CH:6][C:5]([S:8]([N:11]2[C:15]3[C:14]4[N:13]([CH2:23][C:24](=[O:25])[NH:20][C:19]=4[CH:18]=[CH:17][CH:16]=3)[C:12]2=[O:28])(=[O:9])=[O:10])=[CH:4][CH:3]=1.